From a dataset of Forward reaction prediction with 1.9M reactions from USPTO patents (1976-2016). Predict the product of the given reaction. (1) Given the reactants CN(/[CH:4]=[C:5]1/[CH2:6][C:7](=[O:21])[NH:8][C:9]2[CH:16]=[C:15]([C:17]([F:20])([F:19])[F:18])[CH:14]=[CH:13][C:10]=2[C:11]/1=O)C.[C:22]([O:26][C:27](=[O:43])[NH:28][CH2:29][CH2:30][CH2:31][C:32]1[CH:33]=[N:34][C:35]([CH3:42])=[C:36]([NH:38][C:39]([NH2:41])=[NH:40])[CH:37]=1)([CH3:25])([CH3:24])[CH3:23].C(=O)([O-])[O-].[K+].[K+], predict the reaction product. The product is: [C:22]([O:26][C:27](=[O:43])[NH:28][CH2:29][CH2:30][CH2:31][C:32]1[CH:33]=[N:34][C:35]([CH3:42])=[C:36]([NH:38][C:39]2[N:41]=[CH:4][C:5]3[CH2:6][C:7](=[O:21])[NH:8][C:9]4[CH:16]=[C:15]([C:17]([F:20])([F:18])[F:19])[CH:14]=[CH:13][C:10]=4[C:11]=3[N:40]=2)[CH:37]=1)([CH3:24])([CH3:25])[CH3:23]. (2) Given the reactants [Cl:1][C:2]1[CH:3]=[CH:4][CH:5]=[C:6]2[C:11]=1[N:10]=[C:9]([C:12]1[CH:17]=[CH:16][CH:15]=[CH:14][N:13]=1)[C:8]([C@@H:18]([NH2:20])[CH3:19])=[CH:7]2.CCN(C(C)C)C(C)C.Cl[C:31]1[C:36]([Cl:37])=[CH:35][N:34]=[C:33]([NH2:38])[N:32]=1, predict the reaction product. The product is: [Cl:37][C:36]1[C:31]([NH:20][C@H:18]([C:8]2[C:9]([C:12]3[CH:17]=[CH:16][CH:15]=[CH:14][N:13]=3)=[N:10][C:11]3[C:6]([CH:7]=2)=[CH:5][CH:4]=[CH:3][C:2]=3[Cl:1])[CH3:19])=[N:32][C:33]([NH2:38])=[N:34][CH:35]=1. (3) The product is: [C:2]1([C:2]2[C:10]3[C:9]4[CH:11]=[CH:12][CH:13]=[CH:14][C:8]=4[O:7][C:6]=3[CH:5]=[C:4]([C:8]3[CH:14]=[CH:13][CH:12]=[CH:11][CH:9]=3)[C:3]=2[OH:16])[CH:10]=[CH:6][CH:5]=[CH:4][CH:3]=1. Given the reactants Br[C:2]1[C:10]2[C:9]3[CH:11]=[CH:12][CH:13]=[CH:14][C:8]=3[O:7][C:6]=2[CH:5]=[C:4](Br)[C:3]=1[OH:16].[K+].[Br-], predict the reaction product. (4) Given the reactants [F:1][C:2]([F:14])([F:13])[C:3]1[C:11]2[O:10][CH2:9][C:8](=[O:12])[C:7]=2[CH:6]=[CH:5][CH:4]=1.[BH4-].[Na+], predict the reaction product. The product is: [F:14][C:2]([F:1])([F:13])[C:3]1[C:11]2[O:10][CH2:9][CH:8]([OH:12])[C:7]=2[CH:6]=[CH:5][CH:4]=1. (5) Given the reactants [C:1]([O:5][C:6]([N:8]1[CH2:12][CH:11]([O:13][C:14]2[CH:19]=[C:18]([N+:20]([O-:22])=[O:21])[CH:17]=[C:16]([F:23])[CH:15]=2)[CH2:10][CH:9]1[CH2:24][OH:25])=[O:7])([CH3:4])([CH3:3])[CH3:2].[CH3:26]I.[H-].[Na+], predict the reaction product. The product is: [C:1]([O:5][C:6]([N:8]1[CH2:12][CH:11]([O:13][C:14]2[CH:19]=[C:18]([N+:20]([O-:22])=[O:21])[CH:17]=[C:16]([F:23])[CH:15]=2)[CH2:10][CH:9]1[CH2:24][O:25][CH3:26])=[O:7])([CH3:4])([CH3:3])[CH3:2]. (6) Given the reactants [ClH:1].C(N(CC)CCNC(C1C=CC2C(=CC=C(I)C=2)C=1)=O)C.[CH2:23]([N:26]([CH2:45][CH2:46][CH3:47])[CH2:27][CH2:28][CH2:29][CH2:30][NH:31][C:32]([C:34]1[CH:43]=[N:42][C:41]2[C:36](=[CH:37][CH:38]=[C:39]([I:44])[CH:40]=2)[N:35]=1)=[O:33])[CH2:24][CH3:25].[K+].[Br-], predict the reaction product. The product is: [ClH:1].[ClH:1].[CH2:45]([N:26]([CH2:23][CH2:24][CH3:25])[CH2:27][CH2:28][CH2:29][CH2:30][NH:31][C:32]([C:34]1[CH:43]=[N:42][C:41]2[C:36](=[CH:37][CH:38]=[C:39]([I:44])[CH:40]=2)[N:35]=1)=[O:33])[CH2:46][CH3:47]. (7) Given the reactants [CH3:1][CH:2]([OH:9])[CH2:3][CH2:4][CH2:5][CH2:6][CH2:7][CH3:8].C1(P(C2C=CC=CC=2)C2C=CC=CC=2)C=CC=CC=1.[CH3:29][NH:30][S:31]([C:34]1[CH:39]=[CH:38][C:37]([CH3:40])=[CH:36][CH:35]=1)(=[O:33])=[O:32].COCCOC(N=NC(OCCOC)=O)=O, predict the reaction product. The product is: [CH3:40][C:37]1[CH:38]=[CH:39][C:34]([S:31]([N:30]([CH3:29])[CH:2]([CH3:1])[CH2:3][CH2:4][CH2:5][CH2:6][CH2:7][CH3:8])(=[O:33])=[O:32])=[CH:35][CH:36]=1.[CH3:1][CH:2]([OH:9])[CH2:3][CH2:4][CH2:5][CH2:6][CH2:7][CH3:8].